From a dataset of Full USPTO retrosynthesis dataset with 1.9M reactions from patents (1976-2016). Predict the reactants needed to synthesize the given product. (1) Given the product [Cl:1][C:2]1[CH:7]=[CH:6][C:5]([NH:8][C:9](=[O:10])[C:11]2[CH:12]=[CH:13][C:14]([C:15](=[NH:19])[NH:32][CH2:31][CH2:30][O:29][CH3:28])=[CH:20][CH:21]=2)=[CH:4][C:3]=1[C:22]1[CH:27]=[CH:26][CH:25]=[CH:24][N:23]=1, predict the reactants needed to synthesize it. The reactants are: [Cl:1][C:2]1[CH:7]=[CH:6][C:5]([NH:8][C:9]([C:11]2[CH:21]=[CH:20][C:14]([C:15](=[NH:19])OCC)=[CH:13][CH:12]=2)=[O:10])=[CH:4][C:3]=1[C:22]1[CH:27]=[CH:26][CH:25]=[CH:24][N:23]=1.[CH3:28][O:29][CH2:30][CH2:31][NH2:32]. (2) Given the product [CH2:22]([O:21][C:19]([N:18]1[CH:17]([C:29](=[O:48])[NH:30][C:31]2[S:32][CH:33]=[C:34]([C:36]3[CH:41]=[CH:40][C:39]([C:42](=[O:47])[NH:43][CH:44]4[CH2:45][CH2:46]4)=[CH:38][CH:37]=3)[N:35]=2)[CH2:16][S:15][C@@H:14]1[CH:10]1[CH2:11][CH2:12][CH2:13][NH:8][CH2:9]1)=[O:20])[C:23]1[CH:24]=[CH:25][CH:26]=[CH:27][CH:28]=1, predict the reactants needed to synthesize it. The reactants are: C(OC([N:8]1[CH2:13][CH2:12][CH2:11][CH:10]([C@@H:14]2[N:18]([C:19]([O:21][CH2:22][C:23]3[CH:28]=[CH:27][CH:26]=[CH:25][CH:24]=3)=[O:20])[CH:17]([C:29](=[O:48])[NH:30][C:31]3[S:32][CH:33]=[C:34]([C:36]4[CH:41]=[CH:40][C:39]([C:42](=[O:47])[NH:43][CH:44]5[CH2:46][CH2:45]5)=[CH:38][CH:37]=4)[N:35]=3)[CH2:16][S:15]2)[CH2:9]1)=O)(C)(C)C.